This data is from Experimentally validated miRNA-target interactions with 360,000+ pairs, plus equal number of negative samples. The task is: Binary Classification. Given a miRNA mature sequence and a target amino acid sequence, predict their likelihood of interaction. (1) The miRNA is hsa-miR-379-3p with sequence UAUGUAACAUGGUCCACUAACU. The protein sequence of the target gene is MGNCLQRTTRWQLDMQETPWNLRLSAKGRTCRYFRGWSCCHSVEGCSCLPWKNIRTFKARQESPKQNEGMTSAPVQDNANETYTEELCYILVDHEAVRGRPSVNPAEGFYENISNKAERHKESSRGTETEYSVLRFPSPPQPLPSTDDEYELLMPSRFSSHAFQQPRPLTTPYETHFSYPQ. Result: 0 (no interaction). (2) The miRNA is hsa-miR-643 with sequence ACUUGUAUGCUAGCUCAGGUAG. Result: 0 (no interaction). The protein sequence of the target gene is MAMGDDKSFDDEESVDGNRPSSAASAFKVPAPKTSGNPANSARKPGSAGGPKVGGASKEGGAGAVDEDDFIKAFTDVPSIQIYSSRELEETLNKIREILSDDKHDWDQRANALKKIRSLLVAGAAQYDCFFQHLRLLDGALKLSAKDLRSQVVREACITVAHLSTVLGNKFDHGAEAIVPTLFNLVPNSAKVMATSGCAAIRFIIRHTHVPRLIPLITSNCTSKSVPVRRRSFEFLDLLLQEWQTHSLERHAAVLVETIKKGIHDADAEARVEARKTYMGLRNHFPGEAETLYNSLEPSY....